This data is from Retrosynthesis with 50K atom-mapped reactions and 10 reaction types from USPTO. The task is: Predict the reactants needed to synthesize the given product. The reactants are: CCOC(=O)c1ccccc1C(=O)COc1ccccc1-c1c[nH]cn1. Given the product O=C(O)c1ccccc1C(=O)COc1ccccc1-c1c[nH]cn1, predict the reactants needed to synthesize it.